This data is from Reaction yield outcomes from USPTO patents with 853,638 reactions. The task is: Predict the reaction yield, written as a fraction of the theoretical maximum amount of product (1.0 means a 100% yield; for example, 0.34 means a 34% yield). (1) The reactants are [OH:1][C:2]1[CH:9]=[C:8]([CH3:10])[CH:7]=[CH:6][C:3]=1[C:4]#[N:5].O.[OH-].[Li+].S(OC)(O[CH3:18])(=O)=O. The catalyst is C1COCC1.C(OCC)C. The product is [CH3:18][O:1][C:2]1[CH:9]=[C:8]([CH3:10])[CH:7]=[CH:6][C:3]=1[C:4]#[N:5]. The yield is 0.900. (2) The reactants are [OH:1][N:2]1[C:7]([CH3:9])([CH3:8])[CH2:6][CH2:5][CH2:4][C:3]1([CH3:11])[CH3:10].N(OC(C)(C)C)=O.[C:19]([C:23]1[CH:24]=[C:25]([CH:27]=[C:28]([C:30]([CH3:33])([CH3:32])[CH3:31])[CH:29]=1)N)([CH3:22])([CH3:21])[CH3:20]. The catalyst is N1C=CC=CC=1. The product is [C:19]([C:23]1[CH:24]=[C:25]([CH:27]=[C:28]([C:30]([CH3:33])([CH3:32])[CH3:31])[CH:29]=1)[O:1][N:2]1[C:7]([CH3:9])([CH3:8])[CH2:6][CH2:5][CH2:4][C:3]1([CH3:11])[CH3:10])([CH3:22])([CH3:21])[CH3:20]. The yield is 0.848. (3) The reactants are [C:1]([O:7][CH2:8][CH3:9])(=[O:6])[CH2:2][C:3]([CH3:5])=O.[Br:10][C:11]1[CH:12]=[C:13]([CH:16]=[CH:17][CH:18]=1)[CH:14]=O.[NH4+:19].[OH-:20]. The catalyst is CCO.C(Cl)Cl. The product is [Br:10][C:11]1[CH:12]=[C:13]([CH:14]2[C:2]([C:1]([O:7][CH2:8][CH3:9])=[O:6])=[C:3]([CH3:5])[NH:19][C:3]([CH3:5])=[C:2]2[C:1]([O:7][CH2:8][CH3:9])=[O:20])[CH:16]=[CH:17][CH:18]=1. The yield is 0.710. (4) The reactants are [Cl:1][C:2]1[C:3]([N:18]2[CH2:23][CH2:22][CH:21]([C:24]([O-:26])=[O:25])[CH2:20][CH2:19]2)=[N:4][CH:5]=[C:6]([C:8](=O)[NH:9][CH2:10][C:11](=[O:16])[CH2:12][CH2:13][CH2:14][CH3:15])[CH:7]=1.O=P(Cl)(Cl)Cl.[CH3:32]N(C=O)C. No catalyst specified. The product is [CH2:12]([C:11]1[O:16][C:8]([C:6]2[CH:7]=[C:2]([Cl:1])[C:3]([N:18]3[CH2:19][CH2:20][CH:21]([C:24]([O:26][CH3:32])=[O:25])[CH2:22][CH2:23]3)=[N:4][CH:5]=2)=[N:9][CH:10]=1)[CH2:13][CH2:14][CH3:15]. The yield is 0.100.